This data is from Catalyst prediction with 721,799 reactions and 888 catalyst types from USPTO. The task is: Predict which catalyst facilitates the given reaction. (1) Reactant: [CH3:1][CH2:2][C:3]1[C:25]([CH3:26])=[C:24]2[NH:27][C:4]=1[CH:5]=[C:6]1[N:40]=[C:39]3[C:8]([C:9]([CH:11]([C:41]([O:43][CH3:44])=[O:42])[C:12]3=[C:13]3[N:17]=[C:16]([CH:18]=[C:19]4[NH:28][C:22](=[CH:23]2)[C:21]([CH:29]=[CH2:30])=[C:20]4[CH3:31])[CH:15]([CH3:32])[CH:14]3[CH2:33][CH2:34][C:35]([O:37][CH3:38])=[O:36])=[O:10])=[C:7]1[CH3:45].[CH3:46][O:47][CH2:48][CH2:49][O:50][CH2:51][CH2:52][NH2:53]. Product: [CH2:52]([NH:53][C:9]([C:8]1[C:7]([CH3:45])=[C:6]2[CH:5]=[C:4]3[N:27]=[C:24]([C:25]([CH3:26])=[C:3]3[CH2:2][CH3:1])[CH:23]=[C:22]3[NH:28][C:19]([C:20]([CH3:31])=[C:21]3[CH:29]=[CH2:30])=[CH:18][C:16]3=[N:17][C:13]([CH:14]([CH2:33][CH2:34][C:35]([O:37][CH3:38])=[O:36])[CH:15]3[CH3:32])=[C:12]([CH2:11][C:41]([O:43][CH3:44])=[O:42])[C:39]=1[NH:40]2)=[O:10])[CH2:51][O:50][CH2:49][CH2:48][O:47][CH3:46]. The catalyst class is: 4. (2) Reactant: [CH:1]1([N:4]([CH2:35][C:36]2[CH:41]=[CH:40][CH:39]=[C:38]([CH3:42])[C:37]=2[CH3:43])[C:5]([CH:7]2[C@@H:12]([NH:13][C:14](=[O:34])[C:15]3[CH:20]=[CH:19][C:18]([O:21][CH2:22][CH2:23][O:24][C:25]4[C:30]([Cl:31])=[CH:29][C:28]([CH3:32])=[CH:27][C:26]=4[Cl:33])=[CH:17][CH:16]=3)[CH2:11][CH2:10][NH:9][CH2:8]2)=[O:6])[CH2:3][CH2:2]1.[F:44][C:45]([F:50])([F:49])[C:46]([OH:48])=[O:47]. Product: [F:44][C:45]([F:50])([F:49])[C:46]([OH:48])=[O:47].[CH:1]1([N:4]([CH2:35][C:36]2[CH:41]=[CH:40][CH:39]=[C:38]([CH3:42])[C:37]=2[CH3:43])[C:5]([CH:7]2[C@@H:12]([NH:13][C:14](=[O:34])[C:15]3[CH:20]=[CH:19][C:18]([O:21][CH2:22][CH2:23][O:24][C:25]4[C:26]([Cl:33])=[CH:27][C:28]([CH3:32])=[CH:29][C:30]=4[Cl:31])=[CH:17][CH:16]=3)[CH2:11][CH2:10][NH:9][CH2:8]2)=[O:6])[CH2:3][CH2:2]1. The catalyst class is: 2. (3) Reactant: [O:1]=[S:2]1(=[O:22])[CH2:7][CH2:6][CH:5]([C:8]2[CH:13]=[CH:12][C:11]([NH2:14])=[C:10]([N:15]3[CH2:20][CH2:19][CH:18]([CH3:21])[CH2:17][CH2:16]3)[CH:9]=2)[CH2:4][CH2:3]1.[K+].[C:24]([C:26]1[N:27]=[C:28]([C:39]([O-])=[O:40])[N:29](COCC[Si](C)(C)C)[CH:30]=1)#[N:25].C1CN([P+](Br)(N2CCCC2)N2CCCC2)CC1.F[P-](F)(F)(F)(F)F.CCN(C(C)C)C(C)C. Product: [O:22]=[S:2]1(=[O:1])[CH2:7][CH2:6][CH:5]([C:8]2[CH:13]=[CH:12][C:11]([NH:14][C:39]([C:28]3[NH:29][CH:30]=[C:26]([C:24]#[N:25])[N:27]=3)=[O:40])=[C:10]([N:15]3[CH2:16][CH2:17][CH:18]([CH3:21])[CH2:19][CH2:20]3)[CH:9]=2)[CH2:4][CH2:3]1. The catalyst class is: 91. (4) Reactant: [C:1]1([C@H:7]([CH3:30])[C:8]([O:10][C:11]2[CH:16]=[CH:15][CH:14]=[C:13]([C@@:17]3([OH:29])[CH2:23][C@H:22]4[CH2:24][C@H:19]([CH2:20][CH2:21]4)[C@@H:18]3[CH2:25][N:26]([CH3:28])[CH3:27])[CH:12]=2)=[O:9])[CH:6]=[CH:5][CH:4]=[CH:3][CH:2]=1.O.C[Si]([Cl:36])(C)C. Product: [ClH:36].[C:1]1([C@H:7]([CH3:30])[C:8]([O:10][C:11]2[CH:16]=[CH:15][CH:14]=[C:13]([C@@:17]3([OH:29])[CH2:23][C@H:22]4[CH2:24][C@H:19]([CH2:20][CH2:21]4)[C@@H:18]3[CH2:25][N:26]([CH3:28])[CH3:27])[CH:12]=2)=[O:9])[CH:6]=[CH:5][CH:4]=[CH:3][CH:2]=1. The catalyst class is: 131. (5) Reactant: [NH:1]1[CH2:5][CH2:4][CH2:3][CH2:2]1.[CH3:6]N(C(OC)OC)C.[CH3:14][O:15][C:16]1[CH:21]=[CH:20][C:19]([N+:22]([O-:24])=[O:23])=[C:18]([CH3:25])[C:17]=1[CH3:26]. Product: [CH3:14][O:15][C:16]1[C:17]([CH3:26])=[C:18]([CH:25]=[CH:6][N:1]2[CH2:5][CH2:4][CH2:3][CH2:2]2)[C:19]([N+:22]([O-:24])=[O:23])=[CH:20][CH:21]=1. The catalyst class is: 3. (6) Reactant: C(OC(=O)[NH:7][C@H:8]1[CH2:13][CH2:12][CH2:11][N:10]([C:14]2[N:22]([CH2:23][CH:24]=[C:25]([CH3:27])[CH3:26])[C:21]3[C:20](=[O:28])[N:19]([CH2:29][C:30]4[N:39]=[CH:38][C:37]5[C:32](=[CH:33][CH:34]=[CH:35][CH:36]=5)[N:31]=4)[CH:18]=[N:17][C:16]=3[C:15]=2[C:40]#[N:41])[CH2:9]1)(C)(C)C.C(O)(C(F)(F)F)=O. Product: [NH2:7][C@H:8]1[CH2:13][CH2:12][CH2:11][N:10]([C:14]2[N:22]([CH2:23][CH:24]=[C:25]([CH3:27])[CH3:26])[C:21]3[C:20](=[O:28])[N:19]([CH2:29][C:30]4[N:39]=[CH:38][C:37]5[C:32](=[CH:33][CH:34]=[CH:35][CH:36]=5)[N:31]=4)[CH:18]=[N:17][C:16]=3[C:15]=2[C:40]#[N:41])[CH2:9]1. The catalyst class is: 2. (7) Reactant: Cl.Cl.[CH3:3][C:4]1[CH:13]=[C:12]([NH:14][C:15]([NH:17][CH:18]2[CH2:22][CH2:21][NH:20][CH2:19]2)=[O:16])[C:11]2[C:6](=[CH:7][CH:8]=[CH:9][CH:10]=2)[N:5]=1.[C:23]1([CH:29]([C:32]2[CH:37]=[CH:36][CH:35]=[CH:34][CH:33]=2)[CH:30]=O)[CH:28]=[CH:27][CH:26]=[CH:25][CH:24]=1. Product: [C:23]1([CH:29]([C:32]2[CH:33]=[CH:34][CH:35]=[CH:36][CH:37]=2)[CH2:30][N:20]2[CH2:21][CH2:22][CH:18]([NH:17][C:15]([NH:14][C:12]3[C:11]4[C:6](=[CH:7][CH:8]=[CH:9][CH:10]=4)[N:5]=[C:4]([CH3:3])[CH:13]=3)=[O:16])[CH2:19]2)[CH:28]=[CH:27][CH:26]=[CH:25][CH:24]=1. The catalyst class is: 1. (8) Reactant: [F:1][C:2]1[CH:7]=[CH:6][CH:5]=[CH:4][C:3]=1[N:8]1[C:12]([C:13]2[N:14]=[CH:15][N:16]([C:18]3[CH:26]=[CH:25][C:21]([C:22]([OH:24])=O)=[CH:20][N:19]=3)[CH:17]=2)=[C:11]([CH3:27])[N:10]=[N:9]1.C1N=C[N:30](C(N2C=NC=C2)=O)C=1.[OH-].[NH4+]. Product: [F:1][C:2]1[CH:7]=[CH:6][CH:5]=[CH:4][C:3]=1[N:8]1[C:12]([C:13]2[N:14]=[CH:15][N:16]([C:18]3[CH:26]=[CH:25][C:21]([C:22]([NH2:30])=[O:24])=[CH:20][N:19]=3)[CH:17]=2)=[C:11]([CH3:27])[N:10]=[N:9]1. The catalyst class is: 3.